Dataset: Forward reaction prediction with 1.9M reactions from USPTO patents (1976-2016). Task: Predict the product of the given reaction. (1) Given the reactants [Cl:1][S:2]([OH:5])(=O)=[O:3].[C:6]1([CH2:12][C:13]([OH:15])=[O:14])[CH:11]=[CH:10][CH:9]=[CH:8][CH:7]=1, predict the reaction product. The product is: [Cl:1][S:2]([C:9]1[CH:10]=[CH:11][C:6]([CH2:12][C:13]([OH:15])=[O:14])=[CH:7][CH:8]=1)(=[O:5])=[O:3]. (2) Given the reactants [C:1]([O:4][C:5]1[CH:6]=[CH:7][C:8]2[C:9]3[S:18][C:17]([CH2:19][CH2:20][CH3:21])=[N:16][C:10]=3[C:11]([NH2:15])=[N:12][C:13]=2[CH:14]=1)(=O)[CH3:2].C(=O)([O-])[O-].[Cs+].[Cs+].CN(C=O)C.ClC[C:35]1[C:36](C)=[N:37][O:38][C:39]=1[CH3:40], predict the reaction product. The product is: [CH3:35][C:36]1[C:2]([CH2:1][O:4][C:5]2[CH:6]=[CH:7][C:8]3[C:9]4[S:18][C:17]([CH2:19][CH2:20][CH3:21])=[N:16][C:10]=4[C:11]([NH2:15])=[N:12][C:13]=3[CH:14]=2)=[C:39]([CH3:40])[O:38][N:37]=1. (3) The product is: [C:14]1([C:8]2[S:7][C:6]([C:4]([OH:3])=[O:5])=[C:10]([N:11]([C@H:21]3[CH2:22][CH2:23][C@H:24]([O:27][CH2:28][CH3:29])[CH2:25][CH2:26]3)[C:12]([C@H:14]3[CH2:15][CH2:16][C@H:17]([CH3:20])[CH2:18][CH2:19]3)=[O:13])[CH:9]=2)[CH2:19][CH2:18][CH2:17][CH2:16][CH:15]=1. Given the reactants C([O:3][C:4]([C:6]1[S:7][C:8](Br)=[CH:9][C:10]=1[N:11]([C@H:21]1[CH2:26][CH2:25][C@H:24]([O:27][CH2:28][CH3:29])[CH2:23][CH2:22]1)[C:12]([C@H:14]1[CH2:19][CH2:18][C@H:17]([CH3:20])[CH2:16][CH2:15]1)=[O:13])=[O:5])C.[OH-].[Li+], predict the reaction product.